This data is from Catalyst prediction with 721,799 reactions and 888 catalyst types from USPTO. The task is: Predict which catalyst facilitates the given reaction. Reactant: C([O:3][P:4]([CH2:9][C:10]1[CH:15]=[CH:14][C:13]([N+:16]([O-:18])=[O:17])=[CH:12][CH:11]=1)(=[O:8])[O:5]CC)C.Cl. Product: [N+:16]([C:13]1[CH:14]=[CH:15][C:10]([CH2:9][P:4](=[O:3])([OH:5])[OH:8])=[CH:11][CH:12]=1)([O-:18])=[O:17]. The catalyst class is: 6.